From a dataset of Reaction yield outcomes from USPTO patents with 853,638 reactions. Predict the reaction yield, written as a fraction of the theoretical maximum amount of product (1.0 means a 100% yield; for example, 0.34 means a 34% yield). The reactants are C([O:9][CH2:10][CH2:11][CH2:12][CH2:13][N:14]1[CH:18]=[C:17]([C:19](=[O:33])[NH:20][CH2:21][C:22]2[CH:27]=[CH:26][CH:25]=[C:24]([O:28][C:29]([F:32])([F:31])[F:30])[CH:23]=2)[N:16]=[N:15]1)(=O)C1C=CC=CC=1.O[Li].O. The catalyst is C1COCC1.O. The product is [OH:9][CH2:10][CH2:11][CH2:12][CH2:13][N:14]1[CH:18]=[C:17]([C:19]([NH:20][CH2:21][C:22]2[CH:27]=[CH:26][CH:25]=[C:24]([O:28][C:29]([F:30])([F:31])[F:32])[CH:23]=2)=[O:33])[N:16]=[N:15]1. The yield is 0.770.